From a dataset of Reaction yield outcomes from USPTO patents with 853,638 reactions. Predict the reaction yield, written as a fraction of the theoretical maximum amount of product (1.0 means a 100% yield; for example, 0.34 means a 34% yield). The reactants are [NH2:1][CH2:2][C:3]1[CH:8]=[N:7][C:6]([CH3:9])=[CH:5][N:4]=1.[Cl:10][C:11]1[CH:16]=[CH:15][C:14]([C:17]2[O:21][N:20]=[CH:19][C:18]=2[CH2:22][CH2:23][C:24](O)=[O:25])=[CH:13][CH:12]=1.O.ON1C2C=CC=CC=2N=N1.Cl.C(N=C=NCCCN(C)C)C. The catalyst is O.CN(C)C=O. The product is [CH3:9][C:6]1[N:7]=[CH:8][C:3]([CH2:2][NH:1][C:24](=[O:25])[CH2:23][CH2:22][C:18]2[CH:19]=[N:20][O:21][C:17]=2[C:14]2[CH:15]=[CH:16][C:11]([Cl:10])=[CH:12][CH:13]=2)=[N:4][CH:5]=1. The yield is 0.900.